This data is from Forward reaction prediction with 1.9M reactions from USPTO patents (1976-2016). The task is: Predict the product of the given reaction. (1) Given the reactants [CH2:1]([N:8]1[C:13](=[O:14])[C:12]2[CH:15]=[CH:16][CH:17]=[N:18][C:11]=2[N:10]=[C:9]1[CH:19]([NH:22][CH2:23][CH2:24][N:25]([CH3:27])[CH3:26])[CH2:20][CH3:21])[C:2]1[CH:7]=[CH:6][CH:5]=[CH:4][CH:3]=1.C(N(CC)C(C)C)(C)C.[Br:37][C:38]1[CH:46]=[CH:45][C:41]([C:42](Cl)=[O:43])=[CH:40][CH:39]=1, predict the reaction product. The product is: [CH2:1]([N:8]1[C:13](=[O:14])[C:12]2[CH:15]=[CH:16][CH:17]=[N:18][C:11]=2[N:10]=[C:9]1[CH:19]([N:22]([CH2:23][CH2:24][N:25]([CH3:27])[CH3:26])[C:42](=[O:43])[C:41]1[CH:45]=[CH:46][C:38]([Br:37])=[CH:39][CH:40]=1)[CH2:20][CH3:21])[C:2]1[CH:3]=[CH:4][CH:5]=[CH:6][CH:7]=1. (2) The product is: [F:19][C:20]1[CH:21]=[CH:22][C:23]([N+:28]([O-:30])=[O:29])=[C:24]([CH:25]=[C:9]([CH2:10][CH:11]2[CH2:12][CH2:13][O:14][CH2:15][CH2:16]2)[C:17]#[N:18])[CH:27]=1. Given the reactants C(OP([CH:9]([C:17]#[N:18])[CH2:10][CH:11]1[CH2:16][CH2:15][O:14][CH2:13][CH2:12]1)(=O)OCC)C.[F:19][C:20]1[CH:21]=[CH:22][C:23]([N+:28]([O-:30])=[O:29])=[C:24]([CH:27]=1)[CH:25]=O, predict the reaction product. (3) Given the reactants [CH3:1][O:2][C:3](=[O:30])[CH2:4][C@H:5]1[C:9]2[CH:10]=[CH:11][C:12]([O:14][C@H:15]3[C:23]4[C:18](=[C:19]([CH2:28]Br)[C:20]([C:24]([F:27])([F:26])[F:25])=[CH:21][CH:22]=4)[CH2:17][CH2:16]3)=[CH:13][C:8]=2[O:7][CH2:6]1.[N:31]1[C:39]2[CH2:38][CH2:37][NH:36][CH2:35][C:34]=2[S:33][CH:32]=1, predict the reaction product. The product is: [CH3:1][O:2][C:3](=[O:30])[CH2:4][C@H:5]1[C:9]2[CH:10]=[CH:11][C:12]([O:14][C@H:15]3[C:23]4[C:18](=[C:19]([CH2:28][N:36]5[CH2:37][CH2:38][C:39]6=[N:31][CH2:32][S:33][C:34]6=[CH:35]5)[C:20]([C:24]([F:27])([F:26])[F:25])=[CH:21][CH:22]=4)[CH2:17][CH2:16]3)=[CH:13][C:8]=2[O:7][CH2:6]1. (4) Given the reactants C(=O)([O-])[O-].[K+].[K+].CO.C(O[CH2:13][C:14]([N:16]([C@@H:21]1[C:29]2[C:24](=[CH:25][CH:26]=[CH:27][CH:28]=2)[CH2:23][C@H:22]1[NH:30][C:31]([C:33]1[NH:34][C:35]2[C:40]([CH:41]=1)=[CH:39][C:38]([Cl:42])=[CH:37][CH:36]=2)=[O:32])[CH2:17][C:18]([OH:20])=[O:19])=[O:15])(=O)C, predict the reaction product. The product is: [Cl:42][C:38]1[CH:39]=[C:40]2[C:35](=[CH:36][CH:37]=1)[NH:34][C:33]([C:31]([NH:30][C@@H:22]1[CH2:23][C:24]3[C:29](=[CH:28][CH:27]=[CH:26][CH:25]=3)[C@H:21]1[N:16]1[C:14](=[O:15])[CH2:13][O:19][C:18](=[O:20])[CH2:17]1)=[O:32])=[CH:41]2. (5) Given the reactants [Na].[Br:2][C:3]1[CH:4]=[N:5][C:6](Cl)=[N:7][CH:8]=1.[CH3:10][OH:11], predict the reaction product. The product is: [Br:2][C:3]1[CH:4]=[N:5][C:6]([O:11][CH3:10])=[N:7][CH:8]=1. (6) Given the reactants [C:1]1([CH3:11])[CH:6]=[CH:5][C:4]([S:7](Cl)(=[O:9])=[O:8])=[CH:3][CH:2]=1.Cl.Cl.[CH2:14]([NH:16][CH:17]([CH3:21])[CH2:18][CH2:19][NH2:20])[CH3:15], predict the reaction product. The product is: [C:1]1([CH3:11])[CH:6]=[CH:5][C:4]([S:7]([N:16]([CH2:14][CH3:15])[CH:17]([CH3:21])[CH2:18][CH2:19][NH:20][S:7]([C:4]2[CH:5]=[CH:6][C:1]([CH3:11])=[CH:2][CH:3]=2)(=[O:9])=[O:8])(=[O:9])=[O:8])=[CH:3][CH:2]=1. (7) The product is: [CH2:22]([O:2][C:1]([C:4]1[CH:5]=[CH:6][C:7]([CH2:10][CH2:11][C:12]2[C:16]3[C:17]([OH:21])=[CH:18][CH:19]=[CH:20][C:15]=3[O:14][CH:13]=2)=[CH:8][CH:9]=1)=[O:3])[C:23]1[CH:28]=[CH:27][CH:26]=[CH:25][CH:24]=1. Given the reactants [C:1]([C:4]1[CH:9]=[CH:8][C:7]([CH2:10][CH2:11][C:12]2[C:16]3[C:17]([OH:21])=[CH:18][CH:19]=[CH:20][C:15]=3[O:14][CH:13]=2)=[CH:6][CH:5]=1)([OH:3])=[O:2].[CH2:22](O)[C:23]1[CH:28]=[CH:27][CH:26]=[CH:25][CH:24]=1.C1(P(C2C=CC=CC=2)C2C=CC=CC=2)C=CC=CC=1.N(C(OCC)=O)=NC(OCC)=O, predict the reaction product. (8) Given the reactants C[O:2][C:3]([C:5]1[S:6][C:7]([C:27]2[CH:32]=[CH:31][CH:30]=[CH:29][CH:28]=2)=[CH:8][C:9]=1[N:10]([C:17]([CH:19]1[CH2:24][CH2:23][CH:22]([CH3:25])[CH2:21][CH:20]1[OH:26])=[O:18])[CH:11]1[CH2:16][CH2:15][O:14][CH2:13][CH2:12]1)=[O:4].O.[Li+].[OH-], predict the reaction product. The product is: [OH:26][CH:20]1[CH2:21][CH:22]([CH3:25])[CH2:23][CH2:24][CH:19]1[C:17]([N:10]([CH:11]1[CH2:16][CH2:15][O:14][CH2:13][CH2:12]1)[C:9]1[CH:8]=[C:7]([C:27]2[CH:28]=[CH:29][CH:30]=[CH:31][CH:32]=2)[S:6][C:5]=1[C:3]([OH:4])=[O:2])=[O:18]. (9) Given the reactants [C:1]([C:4]1[CH:5]=[C:6]2[C:10](=[CH:11][CH:12]=1)[NH:9][C:8]([C:13]([O:15]CC)=[O:14])=[CH:7]2)#[C:2][CH3:3].[Li+].[OH-], predict the reaction product. The product is: [C:1]([C:4]1[CH:5]=[C:6]2[C:10](=[CH:11][CH:12]=1)[NH:9][C:8]([C:13]([OH:15])=[O:14])=[CH:7]2)#[C:2][CH3:3]. (10) Given the reactants [CH2:1]([O:3][C:4](=[O:32])[CH2:5][CH:6]1[CH2:11][CH2:10][N:9]([C:12]2[CH:17]=[C:16]([CH3:18])[N:15]=[C:14]3[N:19]([C:23]4[C:28]([CH3:29])=[CH:27][C:26]([Br:30])=[CH:25][C:24]=4[CH3:31])[CH:20]=[C:21]([CH3:22])[C:13]=23)[CH2:8][CH2:7]1)[CH3:2].[ClH:33], predict the reaction product. The product is: [ClH:33].[CH2:1]([O:3][C:4](=[O:32])[CH2:5][CH:6]1[CH2:11][CH2:10][N:9]([C:12]2[CH:17]=[C:16]([CH3:18])[N:15]=[C:14]3[N:19]([C:23]4[C:28]([CH3:29])=[CH:27][C:26]([Br:30])=[CH:25][C:24]=4[CH3:31])[CH:20]=[C:21]([CH3:22])[C:13]=23)[CH2:8][CH2:7]1)[CH3:2].